This data is from Peptide-MHC class II binding affinity with 134,281 pairs from IEDB. The task is: Regression. Given a peptide amino acid sequence and an MHC pseudo amino acid sequence, predict their binding affinity value. This is MHC class II binding data. (1) The peptide sequence is EIDTDGDGFIDFNEF. The MHC is HLA-DQA10501-DQB10201 with pseudo-sequence HLA-DQA10501-DQB10201. The binding affinity (normalized) is 0.463. (2) The peptide sequence is AFKVAATASNAAPAN. The MHC is DRB1_0901 with pseudo-sequence DRB1_0901. The binding affinity (normalized) is 0.716. (3) The peptide sequence is CDMLRLIDYNKAALS. The MHC is DRB3_0101 with pseudo-sequence DRB3_0101. The binding affinity (normalized) is 0.368.